This data is from Forward reaction prediction with 1.9M reactions from USPTO patents (1976-2016). The task is: Predict the product of the given reaction. (1) Given the reactants [CH3:1][C:2]([C:6]1[CH:11]=[CH:10][CH:9]=[CH:8][CH:7]=1)([CH3:5])[CH2:3][OH:4].N1C=CC=CC=1.[C:18](OC(=O)C)(=[O:20])C.C(OCC)(=O)C, predict the reaction product. The product is: [CH3:5][C:2]([C:6]1[CH:11]=[CH:10][CH:9]=[CH:8][CH:7]=1)([CH3:1])[C:3]([O:20][CH3:18])=[O:4]. (2) Given the reactants Cl.[NH2:2][CH2:3][C:4]1[CH:9]=[CH:8][CH:7]=[CH:6][C:5]=1[C:10]1[N:11]([CH2:29][CH:30]2OCCO2)[C:12]2[C:17]([C:18]=1[CH:19]1[CH2:24][CH2:23][CH2:22][CH2:21][CH2:20]1)=[CH:16][CH:15]=[C:14]([C:25]([O:27][CH3:28])=[O:26])[CH:13]=2.[OH-].[Na+].CO.[BH3-]C#N.[Na+], predict the reaction product. The product is: [CH:19]1([C:18]2[C:17]3[CH:16]=[CH:15][C:14]([C:25]([O:27][CH3:28])=[O:26])=[CH:13][C:12]=3[N:11]3[CH2:29][CH2:30][NH:2][CH2:3][C:4]4[CH:9]=[CH:8][CH:7]=[CH:6][C:5]=4[C:10]=23)[CH2:20][CH2:21][CH2:22][CH2:23][CH2:24]1.